This data is from Reaction yield outcomes from USPTO patents with 853,638 reactions. The task is: Predict the reaction yield, written as a fraction of the theoretical maximum amount of product (1.0 means a 100% yield; for example, 0.34 means a 34% yield). (1) The reactants are [NH2:1][C:2]1[NH:3][C:4]([C:31]2[CH:36]=[CH:35][CH:34]=[CH:33][C:32]=2[O:37][CH2:38][C:39]2[CH:44]=[CH:43][CH:42]=[CH:41][CH:40]=2)=[CH:5][CH:6]([CH:15]([NH:23][C:24]([O:26][C:27]([CH3:30])([CH3:29])[CH3:28])=[O:25])[CH2:16][C:17]2[CH:22]=[CH:21][CH:20]=[CH:19][CH:18]=2)[C:7]=1[C:8]([O:10][C:11]([CH3:14])([CH3:13])[CH3:12])=[O:9].C1(Cl)C(=O)C(Cl)=C(Cl)C(=O)C=1Cl. The catalyst is C(Cl)Cl. The product is [NH2:1][C:2]1[N:3]=[C:4]([C:31]2[CH:36]=[CH:35][CH:34]=[CH:33][C:32]=2[O:37][CH2:38][C:39]2[CH:40]=[CH:41][CH:42]=[CH:43][CH:44]=2)[CH:5]=[C:6]([CH:15]([NH:23][C:24]([O:26][C:27]([CH3:30])([CH3:29])[CH3:28])=[O:25])[CH2:16][C:17]2[CH:22]=[CH:21][CH:20]=[CH:19][CH:18]=2)[C:7]=1[C:8]([O:10][C:11]([CH3:13])([CH3:14])[CH3:12])=[O:9]. The yield is 0.840. (2) The reactants are COC1C=CC(C[N:8](CC2C=CC(OC)=CC=2)[C:9]2[N:14]=[C:13]([C:15]3[CH:20]=[CH:19][CH:18]=[CH:17][C:16]=3[NH:21][C:22]3[CH:23]=[N:24][C:25]([O:28][CH3:29])=[CH:26][CH:27]=3)[N:12]=[C:11]([CH3:30])[N:10]=2)=CC=1. The catalyst is C(O)(C(F)(F)F)=O.FC(F)(F)S(O)(=O)=O. The product is [CH3:29][O:28][C:25]1[N:24]=[CH:23][C:22]([NH:21][C:16]2[CH:17]=[CH:18][CH:19]=[CH:20][C:15]=2[C:13]2[N:12]=[C:11]([CH3:30])[N:10]=[C:9]([NH2:8])[N:14]=2)=[CH:27][CH:26]=1. The yield is 0.220. (3) The reactants are [NH:1]1[CH:5]=[C:4]([C:6]2[C:7]3[CH:14]=[CH:13][N:12]([CH2:15][O:16][CH2:17][CH2:18][Si:19]([CH3:22])([CH3:21])[CH3:20])[C:8]=3[N:9]=[CH:10][N:11]=2)[CH:3]=[N:2]1.[CH3:23][S:24][CH2:25][CH2:26]/[CH:27]=[CH:28]/[C:29]#[N:30].C1CCN2C(=NCCC2)CC1.C(#N)C. No catalyst specified. The product is [CH3:23][S:24][CH2:25][CH2:26][CH:27]([N:1]1[CH:5]=[C:4]([C:6]2[C:7]3[CH:14]=[CH:13][N:12]([CH2:15][O:16][CH2:17][CH2:18][Si:19]([CH3:22])([CH3:21])[CH3:20])[C:8]=3[N:9]=[CH:10][N:11]=2)[CH:3]=[N:2]1)[CH2:28][C:29]#[N:30]. The yield is 0.830. (4) The reactants are [F:1][C:2]1[C:10]([O:11][C:12]2[C:21]3[C:16](=[CH:17][C:18]([OH:24])=[C:19]([O:22][CH3:23])[CH:20]=3)[N:15]=[N:14][CH:13]=2)=[CH:9][CH:8]=[C:7]2[C:3]=1[CH:4]=[C:5]([CH3:25])[NH:6]2.O[CH2:27][C:28]1[CH:29]=[N:30][CH:31]=[CH:32][CH:33]=1. No catalyst specified. The product is [F:1][C:2]1[C:10]([O:11][C:12]2[C:21]3[C:16](=[CH:17][C:18]([O:24][CH2:27][C:28]4[CH:29]=[N:30][CH:31]=[CH:32][CH:33]=4)=[C:19]([O:22][CH3:23])[CH:20]=3)[N:15]=[N:14][CH:13]=2)=[CH:9][CH:8]=[C:7]2[C:3]=1[CH:4]=[C:5]([CH3:25])[NH:6]2. The yield is 0.320. (5) The reactants are [CH2:1]([N:8]1[CH2:14][C:13]2[N:15]=[CH:16][C:17](Cl)=[N:18][C:12]=2[O:11][CH2:10][CH2:9]1)[C:2]1[CH:7]=[CH:6][CH:5]=[CH:4][CH:3]=1.[C:20]1(B(O)O)[CH2:24][CH2:23][CH2:22][CH:21]=1.C(=O)([O-])[O-].[Na+].[Na+].O. The catalyst is COCCOC.C1C=CC([P]([Pd]([P](C2C=CC=CC=2)(C2C=CC=CC=2)C2C=CC=CC=2)([P](C2C=CC=CC=2)(C2C=CC=CC=2)C2C=CC=CC=2)[P](C2C=CC=CC=2)(C2C=CC=CC=2)C2C=CC=CC=2)(C2C=CC=CC=2)C2C=CC=CC=2)=CC=1. The product is [CH2:1]([N:8]1[CH2:14][C:13]2[N:15]=[CH:16][C:17]([C:20]3[CH2:24][CH2:23][CH2:22][CH:21]=3)=[N:18][C:12]=2[O:11][CH2:10][CH2:9]1)[C:2]1[CH:7]=[CH:6][CH:5]=[CH:4][CH:3]=1. The yield is 0.680. (6) The reactants are [C:1]([O:11]CC)(=[O:10])[CH2:2][C:3]([C:5]([O:7]CC)=O)=O.[Na].[OH-].[Na+].Cl.[CH:18]1([C:21](=[NH:23])[NH2:22])[CH2:20][CH2:19]1.Cl. The catalyst is O.C(O)C. The product is [CH:18]1([C:21]2[NH:23][C:5](=[O:7])[CH:3]=[C:2]([C:1]([OH:11])=[O:10])[N:22]=2)[CH2:20][CH2:19]1. The yield is 0.850. (7) The reactants are [Cl:1][C:2]1[C:3]([NH:16][CH:17]2[CH2:24][CH:20]3[CH2:21][NH:22][CH2:23][CH:19]3[CH2:18]2)=[N:4][C:5]([NH:8][C:9]2[CH:10]=[N:11][N:12]([CH3:15])[C:13]=2[CH3:14])=[N:6][CH:7]=1.[C:25]([CH2:27][C:28](O)=[O:29])#[N:26].CN(C(ON1N=NC2C=CC=NC1=2)=[N+](C)C)C.F[P-](F)(F)(F)(F)F.CCN(CC)CC. The catalyst is CN(C=O)C.C(Cl)Cl. The product is [Cl:1][C:2]1[C:3]([NH:16][CH:17]2[CH2:24][CH:20]3[CH2:21][N:22]([C:28](=[O:29])[CH2:27][C:25]#[N:26])[CH2:23][CH:19]3[CH2:18]2)=[N:4][C:5]([NH:8][C:9]2[CH:10]=[N:11][N:12]([CH3:15])[C:13]=2[CH3:14])=[N:6][CH:7]=1. The yield is 0.667.